This data is from Reaction yield outcomes from USPTO patents with 853,638 reactions. The task is: Predict the reaction yield, written as a fraction of the theoretical maximum amount of product (1.0 means a 100% yield; for example, 0.34 means a 34% yield). (1) The reactants are [C:1]([CH2:3][CH2:4][N:5]1[CH2:10][CH2:9][CH:8]([C:11]2[CH:12]=[C:13]([NH:17][C:18](=[O:20])[CH3:19])[CH:14]=[CH:15][CH:16]=2)[CH2:7][CH2:6]1)#[N:2]. The catalyst is [Ni].N.CO. The product is [NH2:2][CH2:1][CH2:3][CH2:4][N:5]1[CH2:10][CH2:9][CH:8]([C:11]2[CH:12]=[C:13]([NH:17][C:18](=[O:20])[CH3:19])[CH:14]=[CH:15][CH:16]=2)[CH2:7][CH2:6]1. The yield is 1.00. (2) The product is [CH3:1][O:2][C:3]([C:5]1[N:6]([S:24]([C:21]2[CH:22]=[CH:23][C:18]([CH3:28])=[CH:19][CH:20]=2)(=[O:26])=[O:25])[CH:7]=[C:8]([I:10])[CH:9]=1)=[O:4]. The yield is 0.802. The reactants are [CH3:1][O:2][C:3]([C:5]1[NH:6][CH:7]=[C:8]([I:10])[CH:9]=1)=[O:4].C(N(CC)CC)C.[C:18]1([CH3:28])[CH:23]=[CH:22][C:21]([S:24](O)(=[O:26])=[O:25])=[CH:20][CH:19]=1. The catalyst is ClCCl.CN(C)C1C=CN=CC=1. (3) The yield is 0.910. The catalyst is O. The product is [Cl:9][C:10]1[CH:17]=[CH:16][C:13]([CH2:14][N:6]2[CH:7]=[C:2]([Br:1])[CH:3]=[CH:4][C:5]2=[O:8])=[CH:12][CH:11]=1. The reactants are [Br:1][C:2]1[CH:3]=[CH:4][C:5](=[O:8])[NH:6][CH:7]=1.[Cl:9][C:10]1[CH:17]=[CH:16][C:13]([CH2:14]Br)=[CH:12][CH:11]=1. (4) The reactants are [NH:1]([C:8]1[N:9]([C:21]2[CH:26]=[CH:25][CH:24]=[CH:23][CH:22]=2)[C:10]2[C:15]([C:16](=[O:18])[CH:17]=1)=[C:14](Cl)[N:13]=[C:12]([CH3:20])[CH:11]=2)[C:2]1[CH:7]=[CH:6][CH:5]=[CH:4][CH:3]=1.[CH3:27][Mg+].[Br-]. The catalyst is C1COCC1.Cl[Ni]1(Cl)[P](C2C=CC=CC=2)(C2C=CC=CC=2)CCC[P]1(C1C=CC=CC=1)C1C=CC=CC=1. The product is [NH:1]([C:8]1[N:9]([C:21]2[CH:26]=[CH:25][CH:24]=[CH:23][CH:22]=2)[C:10]2[C:15]([C:16](=[O:18])[CH:17]=1)=[C:14]([CH3:27])[N:13]=[C:12]([CH3:20])[CH:11]=2)[C:2]1[CH:7]=[CH:6][CH:5]=[CH:4][CH:3]=1. The yield is 0.400. (5) The reactants are [CH3:1][O:2][C:3]1[CH:9]=[CH:8][CH:7]=[CH:6][C:4]=1[NH2:5].[NH2:10][C:11]1[C:12]([C:33](O)=[O:34])=[N:13][C:14]([C:17]2[CH:22]=[CH:21][C:20]([S:23]([N:26]3[CH2:31][CH2:30][N:29]([CH3:32])[CH2:28][CH2:27]3)(=[O:25])=[O:24])=[CH:19][CH:18]=2)=[CH:15][N:16]=1.F[B-](F)(F)F.N1(OC(N(C)C)=[N+](C)C)C2C=CC=CC=2N=N1.O.ON1C2C=CC=CC=2N=N1.C(N(C(C)C)C(C)C)C.[ClH:78]. The catalyst is CN(C)C=O.C(Cl)Cl.C(OCC)C. The product is [ClH:78].[NH2:10][C:11]1[C:12]([C:33]([NH:5][C:4]2[CH:6]=[CH:7][CH:8]=[CH:9][C:3]=2[O:2][CH3:1])=[O:34])=[N:13][C:14]([C:17]2[CH:18]=[CH:19][C:20]([S:23]([N:26]3[CH2:27][CH2:28][N:29]([CH3:32])[CH2:30][CH2:31]3)(=[O:25])=[O:24])=[CH:21][CH:22]=2)=[CH:15][N:16]=1. The yield is 0.120. (6) The reactants are [CH:1]1([CH2:4][O:5][C:6]2[CH:14]=[CH:13][C:12]([S:15]([CH3:18])(=[O:17])=[O:16])=[CH:11][C:7]=2[C:8]([OH:10])=O)[CH2:3][CH2:2]1.[N:19]1([C:25]2[S:26][C:27]([C:30]#[N:31])=[CH:28][N:29]=2)[CH2:24][CH2:23][NH:22][CH2:21][CH2:20]1. No catalyst specified. The product is [CH:1]1([CH2:4][O:5][C:6]2[CH:14]=[CH:13][C:12]([S:15]([CH3:18])(=[O:17])=[O:16])=[CH:11][C:7]=2[C:8]([N:22]2[CH2:23][CH2:24][N:19]([C:25]3[S:26][C:27]([C:30]#[N:31])=[CH:28][N:29]=3)[CH2:20][CH2:21]2)=[O:10])[CH2:2][CH2:3]1. The yield is 0.750. (7) The reactants are [C:1]1([C:7]2([C:14]3[CH:19]=[CH:18][CH:17]=[CH:16][CH:15]=3)[O:13][CH:8]2[C:9]([O:11][CH3:12])=[O:10])[CH:6]=[CH:5][CH:4]=[CH:3][CH:2]=1.[C:20]1([OH:26])[CH:25]=[CH:24][CH:23]=[CH:22][CH:21]=1. No catalyst specified. The product is [OH:13][CH:8]([C:7]([O:26][C:20]1[CH:25]=[CH:24][CH:23]=[CH:22][CH:21]=1)([C:14]1[CH:19]=[CH:18][CH:17]=[CH:16][CH:15]=1)[C:1]1[CH:2]=[CH:3][CH:4]=[CH:5][CH:6]=1)[C:9]([O:11][CH3:12])=[O:10]. The yield is 0.770. (8) The reactants are [CH3:1][O:2][C:3]1[C:4](=[O:9])[NH:5][CH:6]=[CH:7][CH:8]=1.[OH-].[K+].[CH3:12]I. The catalyst is CO.O.C(Cl)(Cl)Cl. The product is [CH3:12][N:5]1[CH:6]=[CH:7][CH:8]=[C:3]([O:2][CH3:1])[C:4]1=[O:9]. The yield is 0.890.